This data is from Catalyst prediction with 721,799 reactions and 888 catalyst types from USPTO. The task is: Predict which catalyst facilitates the given reaction. (1) Reactant: [CH2:1]([O:4][C:5](=[O:17])[C:6]([C:15]#[N:16])=[C:7](O)[CH:8]([CH2:11][S:12][CH3:13])[CH2:9][CH3:10])[CH2:2][CH3:3].O=P(Cl)(Cl)Cl.C([N:25](CC)CC)C. Product: [NH2:25]/[C:7](/[CH:8]([CH2:11][S:12][CH3:13])[CH2:9][CH3:10])=[C:6](/[C:15]#[N:16])\[C:5]([O:4][CH2:1][CH2:2][CH3:3])=[O:17]. The catalyst class is: 2. (2) Reactant: O[CH2:2][C:3]1[CH:12]=[CH:11][C:10]2[C:5](=[CH:6][C:7]([O:17][CH3:18])=[C:8]([O:15][CH3:16])[C:9]=2[O:13][CH3:14])[CH:4]=1.S(Cl)([Cl:21])=O.C(=O)([O-])O.[Na+]. Product: [Cl:21][CH2:2][C:3]1[CH:12]=[CH:11][C:10]2[C:5](=[CH:6][C:7]([O:17][CH3:18])=[C:8]([O:15][CH3:16])[C:9]=2[O:13][CH3:14])[CH:4]=1. The catalyst class is: 22.